This data is from Reaction yield outcomes from USPTO patents with 853,638 reactions. The task is: Predict the reaction yield, written as a fraction of the theoretical maximum amount of product (1.0 means a 100% yield; for example, 0.34 means a 34% yield). (1) The reactants are OC[C:3]([N:5](C)[C@H:6]([CH3:36])[CH2:7][O:8][C:9]1[CH:18]=[CH:17][CH:16]=[C:15]2[C:10]=1[C:11]([NH:19][C:20]1[CH:21]=[C:22]3[C:26](=[CH:27][CH:28]=1)[N:25]([CH2:29][C:30]1[CH:35]=[CH:34][CH:33]=[CH:32][N:31]=1)[CH:24]=[CH:23]3)=[N:12][CH:13]=[N:14]2)=O.FC1C=CC=C2C=1C(NC1C=C3C(=CC=1)N(CC1C=CC=CN=1)C=C3)=NC=N2.CN[C@H](C)CO. No catalyst specified. The product is [CH3:3][NH:5][C@H:6]([CH3:36])[CH2:7][O:8][C:9]1[CH:18]=[CH:17][CH:16]=[C:15]2[C:10]=1[C:11]([NH:19][C:20]1[CH:21]=[C:22]3[C:26](=[CH:27][CH:28]=1)[N:25]([CH2:29][C:30]1[CH:35]=[CH:34][CH:33]=[CH:32][N:31]=1)[CH:24]=[CH:23]3)=[N:12][CH:13]=[N:14]2. The yield is 0.800. (2) The reactants are B(Br)(Br)Br.ClCCl.[F:8][C:9]([F:38])([F:37])[C:10]1[CH:11]=[C:12]([NH:20][C:21](=[O:36])[C:22]2[CH:27]=[CH:26][C:25]([C:28]3[CH:33]=[CH:32][CH:31]=[CH:30][CH:29]=3)=[CH:24][C:23]=2[O:34]C)[CH:13]=[C:14]([C:16]([F:19])([F:18])[F:17])[CH:15]=1. The catalyst is ClCCl.C(OCC)(=O)C. The product is [F:8][C:9]([F:37])([F:38])[C:10]1[CH:11]=[C:12]([NH:20][C:21](=[O:36])[C:22]2[CH:27]=[CH:26][C:25]([C:28]3[CH:33]=[CH:32][CH:31]=[CH:30][CH:29]=3)=[CH:24][C:23]=2[OH:34])[CH:13]=[C:14]([C:16]([F:17])([F:18])[F:19])[CH:15]=1. The yield is 0.716. (3) The reactants are [C:1]1([C:7]2[N:8]=[C:9]3[C@H:14]([CH2:15][C:16]4[CH:21]=[CH:20][CH:19]=[CH:18][CH:17]=4)[NH:13][CH:12]([C:22]4[CH:27]=[CH:26][CH:25]=[CH:24][CH:23]=4)[CH2:11][N:10]3[CH:28]=2)[CH:6]=[CH:5][CH:4]=[CH:3][CH:2]=1.[CH3:29][O:30][CH2:31][C:32](Cl)=[O:33]. The catalyst is C(Cl)(Cl)Cl. The product is [CH3:29][O:30][CH2:31][C:32]([N:13]1[CH:12]([C:22]2[CH:23]=[CH:24][CH:25]=[CH:26][CH:27]=2)[CH2:11][N:10]2[CH:28]=[C:7]([C:1]3[CH:2]=[CH:3][CH:4]=[CH:5][CH:6]=3)[N:8]=[C:9]2[C@@H:14]1[CH2:15][C:16]1[CH:21]=[CH:20][CH:19]=[CH:18][CH:17]=1)=[O:33]. The yield is 0.680. (4) The reactants are [C:1]1([S:7]([N:10]2[C:14]3=[N:15][CH:16]=[CH:17][CH:18]=[C:13]3[CH:12]=[C:11]2[C:19](OS(C2C=CC(C)=CC=2)(=O)=O)=[CH:20][CH:21]([CH3:23])[CH3:22])(=[O:9])=[O:8])[CH:6]=[CH:5][CH:4]=[CH:3][CH:2]=1.[Cl:35][C:36]1[CH:37]=[C:38](B(O)O)[CH:39]=[CH:40][CH:41]=1.C(=O)([O-])[O-].[Na+].[Na+]. The product is [Cl:35][C:36]1[CH:41]=[C:40]([C:19]([C:11]2[N:10]([S:7]([C:1]3[CH:6]=[CH:5][CH:4]=[CH:3][CH:2]=3)(=[O:8])=[O:9])[C:14]3=[N:15][CH:16]=[CH:17][CH:18]=[C:13]3[CH:12]=2)=[CH:20][CH:21]([CH3:23])[CH3:22])[CH:39]=[CH:38][CH:37]=1. The yield is 0.954. The catalyst is O1CCOCC1.C(OCC)(=O)C.Cl[Pd](Cl)([P](C1C=CC=CC=1)(C1C=CC=CC=1)C1C=CC=CC=1)[P](C1C=CC=CC=1)(C1C=CC=CC=1)C1C=CC=CC=1. (5) The yield is 0.310. The reactants are [N+:1]([C:4]1[CH:5]=[C:6]([C:10]2[O:11][C:12]3[CH:13]=[N:14][CH:15]=[CH:16][C:17]=3[N:18]=2)[CH:7]=[CH:8][CH:9]=1)([O-])=O.[NH4+].[Cl-]. The product is [N:18]1[C:17]2[CH:16]=[CH:15][N:14]=[CH:13][C:12]=2[O:11][C:10]=1[C:6]1[CH:5]=[C:4]([NH2:1])[CH:9]=[CH:8][CH:7]=1. The catalyst is CO.O.[Fe]. (6) The reactants are C([O-])([O-])=O.[Cs+].[Cs+].[CH2:7]([O:9][C:10](=[O:19])[C:11]1[CH:16]=[CH:15][C:14]([OH:17])=[C:13]([OH:18])[CH:12]=1)[CH3:8].Br[CH2:21][CH2:22]Br. The catalyst is CN(C=O)C. The product is [CH2:7]([O:9][C:10]([C:11]1[CH:16]=[CH:15][C:14]2[O:17][CH2:21][CH2:22][O:18][C:13]=2[CH:12]=1)=[O:19])[CH3:8]. The yield is 0.290. (7) The catalyst is CCO. The reactants are [C:1]([CH:5]1[CH2:13][C:12]2[C:7](=[CH:8][CH:9]=[C:10]([NH:14][C:15]([C:17]3([C:20]4[CH:30]=[CH:29][C:23]5[O:24][C:25]([F:28])([F:27])[O:26][C:22]=5[CH:21]=4)[CH2:19][CH2:18]3)=[O:16])[CH:11]=2)[N:6]1[CH2:31][CH2:32]Cl)([CH3:4])([CH3:3])[CH3:2].[C-:34]#[N:35].[Na+].O. The yield is 0.480. The product is [C:1]([CH:5]1[CH2:13][C:12]2[C:7](=[CH:8][CH:9]=[C:10]([NH:14][C:15]([C:17]3([C:20]4[CH:30]=[CH:29][C:23]5[O:24][C:25]([F:28])([F:27])[O:26][C:22]=5[CH:21]=4)[CH2:19][CH2:18]3)=[O:16])[CH:11]=2)[N:6]1[CH2:31][CH2:32][C:34]#[N:35])([CH3:4])([CH3:3])[CH3:2]. (8) The reactants are Cl[C:2]1[N:7]=[C:6]([NH:8][C:9]([C:11]2([C:14]3[CH:24]=[CH:23][C:17]4[O:18][C:19]([F:22])([F:21])[O:20][C:16]=4[CH:15]=3)[CH2:13][CH2:12]2)=[O:10])[CH:5]=[C:4]([CH3:25])[CH:3]=1.[CH3:26][O:27][C:28]1[C:33]([CH3:34])=[CH:32][C:31](B2OC(C)(C)C(C)(C)O2)=[CH:30][N:29]=1. The catalyst is COCCOC.C([O-])([O-])=O.[Na+].[Na+].C1C=CC([P]([Pd]([P](C2C=CC=CC=2)(C2C=CC=CC=2)C2C=CC=CC=2)([P](C2C=CC=CC=2)(C2C=CC=CC=2)C2C=CC=CC=2)[P](C2C=CC=CC=2)(C2C=CC=CC=2)C2C=CC=CC=2)(C2C=CC=CC=2)C2C=CC=CC=2)=CC=1. The product is [F:21][C:19]1([F:22])[O:18][C:17]2[CH:23]=[CH:24][C:14]([C:11]3([C:9]([NH:8][C:6]4[N:7]=[C:2]([C:31]5[CH:30]=[N:29][C:28]([O:27][CH3:26])=[C:33]([CH3:34])[CH:32]=5)[CH:3]=[C:4]([CH3:25])[CH:5]=4)=[O:10])[CH2:13][CH2:12]3)=[CH:15][C:16]=2[O:20]1. The yield is 0.400.